Task: Predict which catalyst facilitates the given reaction.. Dataset: Catalyst prediction with 721,799 reactions and 888 catalyst types from USPTO (1) Reactant: Cl[C:2]1[C:11]2[C:6](=[CH:7][CH:8]=[C:9]([NH:12][S:13]([N:16]3[CH2:19][CH2:18][CH2:17]3)(=[O:15])=[O:14])[CH:10]=2)[CH:5]=[N:4][CH:3]=1.[CH3:20][N:21]1[CH:25]=[C:24]([C:26]2[CH:31]=[CH:30][C:29](B3OC(C)(C)C(C)(C)O3)=[CH:28][CH:27]=2)[CH:23]=[N:22]1.C(=O)([O-])[O-].[Na+].[Na+].O1CCOCC1. Product: [CH3:20][N:21]1[CH:25]=[C:24]([C:26]2[CH:27]=[CH:28][C:29]([C:2]3[C:11]4[C:6](=[CH:7][CH:8]=[C:9]([NH:12][S:13]([N:16]5[CH2:19][CH2:18][CH2:17]5)(=[O:15])=[O:14])[CH:10]=4)[CH:5]=[N:4][CH:3]=3)=[CH:30][CH:31]=2)[CH:23]=[N:22]1. The catalyst class is: 6. (2) Reactant: [OH:1][CH2:2][C:3]1[CH:4]=[C:5]([CH2:9][CH:10]([O:16][CH:17]([CH3:19])[CH3:18])[C:11]([O:13][CH2:14][CH3:15])=[O:12])[CH:6]=[CH:7][CH:8]=1.[F:20][C:21]([F:32])([F:31])[C:22]1[CH:27]=[CH:26][C:25]([N:28]=[C:29]=[O:30])=[CH:24][CH:23]=1.N1C=CC=CC=1. Product: [CH:17]([O:16][CH:10]([CH2:9][C:5]1[CH:6]=[CH:7][CH:8]=[C:3]([CH2:2][O:1][C:29]([NH:28][C:25]2[CH:24]=[CH:23][C:22]([C:21]([F:20])([F:31])[F:32])=[CH:27][CH:26]=2)=[O:30])[CH:4]=1)[C:11]([O:13][CH2:14][CH3:15])=[O:12])([CH3:18])[CH3:19]. The catalyst class is: 7. (3) The catalyst class is: 3. Product: [CH3:19][C:18]1[CH:20]=[CH:21][C:15]([S:12]([O:9][CH2:8][CH:3]2[CH2:4][CH2:5][CH2:6][CH2:7][N:2]2[CH3:1])(=[O:14])=[O:13])=[CH:16][CH:17]=1. Reactant: [CH3:1][N:2]1[CH2:7][CH2:6][CH2:5][CH2:4][CH:3]1[CH2:8][OH:9].[H-].[Na+].[S:12](Cl)([C:15]1[CH:21]=[CH:20][C:18]([CH3:19])=[CH:17][CH:16]=1)(=[O:14])=[O:13]. (4) Reactant: O[CH:2]1[CH2:7][CH2:6][CH:5]([CH:8]2[CH2:13][CH2:12][CH:11](O)[CH2:10][CH2:9]2)[CH2:4][CH2:3]1. Product: [CH2:12]1[CH:11]=[CH:10][CH2:9][CH:8]([CH:5]2[CH2:4][CH:3]=[CH:2][CH2:7][CH2:6]2)[CH2:13]1. The catalyst class is: 6. (5) Reactant: [NH2:1][C:2]1[C:3]2[C:10]([C:11]([C:13]3[CH:14]=[CH:15][C:16]([O:31][CH3:32])=[C:17]([NH:19][C:20]([NH:22][C:23]4[CH:28]=[CH:27][C:26]([Cl:29])=[CH:25][C:24]=4[Cl:30])=[O:21])[CH:18]=3)=[O:12])=[CH:9][N:8]([CH:33]([CH3:35])[CH3:34])[C:4]=2[N:5]=[CH:6][N:7]=1.C(O)C.[CH3:39][S:40]([OH:43])(=[O:42])=[O:41]. Product: [NH2:1][C:2]1[C:3]2[C:10]([C:11]([C:13]3[CH:14]=[CH:15][C:16]([O:31][CH3:32])=[C:17]([NH:19][C:20]([NH:22][C:23]4[CH:28]=[CH:27][C:26]([Cl:29])=[CH:25][C:24]=4[Cl:30])=[O:21])[CH:18]=3)=[O:12])=[CH:9][N:8]([CH:33]([CH3:35])[CH3:34])[C:4]=2[N:5]=[CH:6][N:7]=1.[S:40]([O-:43])(=[O:42])(=[O:41])[CH3:39]. The catalyst class is: 412. (6) Reactant: CO[C:3]1[C:4]([CH2:8][CH2:9][CH2:10][SH:11])=[CH:5][S:6][CH:7]=1.O.S([O-])(O)(=O)=O.[Na+].C1(C)C=CC=CC=1. Product: [S:11]1[CH2:10][CH2:9][CH2:8][C:4]2=[CH:5][S:6][CH:7]=[C:3]12. The catalyst class is: 6. (7) Reactant: C1(C)C=CC=CC=1.[Br:8][C:9]1[CH:14]=[CH:13][C:12]([CH2:15][CH2:16][C:17]#[N:18])=[CH:11][CH:10]=1.[C:19](OCC)(=[O:22])[CH2:20][CH3:21]. Product: [Br:8][C:9]1[CH:10]=[CH:11][C:12]([CH2:15][CH:16]([C:19](=[O:22])[CH2:20][CH3:21])[C:17]#[N:18])=[CH:13][CH:14]=1. The catalyst class is: 1.